Predict the product of the given reaction. From a dataset of Forward reaction prediction with 1.9M reactions from USPTO patents (1976-2016). (1) The product is: [Br:1][C:2]1[N:7]=[CH:6][C:5]([C:8]([C:15]2[CH:20]=[CH:19][CH:18]=[CH:17][CH:16]=2)=[O:10])=[CH:4][CH:3]=1. Given the reactants [Br:1][C:2]1[N:7]=[CH:6][C:5]([C:8]([OH:10])=O)=[CH:4][CH:3]=1.S(Cl)(Cl)=O.[CH:15]1[CH:20]=[CH:19][CH:18]=[CH:17][CH:16]=1.[Al+3].[Cl-].[Cl-].[Cl-], predict the reaction product. (2) Given the reactants C(N(CC)CC)C.CS([Cl:12])(=O)=O.[Cl:13][C:14]1[CH:15]=[C:16]([CH2:20]O)[CH:17]=[N:18][CH:19]=1, predict the reaction product. The product is: [Cl:13][C:14]1[CH:19]=[N:18][CH:17]=[C:16]([CH2:20][Cl:12])[CH:15]=1. (3) Given the reactants [Cl-].O[NH3+:3].[C:4](=[O:7])([O-])[OH:5].[Na+].[CH2:9]([N:11]1[CH2:16][CH2:15][CH:14]([N:17]2[C:22](=[O:23])[C:21]([CH2:24][C:25]3[CH:30]=[CH:29][C:28]([C:31]4[C:32]([C:37]#[N:38])=[CH:33][CH:34]=[CH:35][CH:36]=4)=[CH:27][CH:26]=3)=[C:20]([CH2:39][CH2:40][CH3:41])[N:19]3[N:42]=[CH:43][N:44]=[C:18]23)[CH2:13][CH2:12]1)[CH3:10], predict the reaction product. The product is: [CH2:9]([N:11]1[CH2:12][CH2:13][CH:14]([N:17]2[C:22](=[O:23])[C:21]([CH2:24][C:25]3[CH:30]=[CH:29][C:28]([C:31]4[CH:36]=[CH:35][CH:34]=[CH:33][C:32]=4[C:37]4[NH:3][C:4](=[O:7])[O:5][N:38]=4)=[CH:27][CH:26]=3)=[C:20]([CH2:39][CH2:40][CH3:41])[N:19]3[N:42]=[CH:43][N:44]=[C:18]23)[CH2:15][CH2:16]1)[CH3:10]. (4) Given the reactants [F:1][C:2]1[C:3]([NH:20][C:21]2[CH:26]=[CH:25][C:24]([I:27])=[CH:23][C:22]=2[F:28])=[C:4]([CH:12]=[C:13]([CH2:16][NH:17][O:18][CH3:19])[C:14]=1[F:15])[C:5]([NH:7][O:8][CH2:9][CH2:10][OH:11])=[O:6].[C:29](ON1C(=O)C2C=CC=CC=2N=N1)(=[O:32])[CH2:30][CH3:31].C(O)(=O)CC, predict the reaction product. The product is: [F:1][C:2]1[C:3]([NH:20][C:21]2[CH:26]=[CH:25][C:24]([I:27])=[CH:23][C:22]=2[F:28])=[C:4]([CH:12]=[C:13]([CH2:16][N:17]([O:18][CH3:19])[C:29](=[O:32])[CH2:30][CH3:31])[C:14]=1[F:15])[C:5]([NH:7][O:8][CH2:9][CH2:10][OH:11])=[O:6]. (5) Given the reactants [CH3:1][S:2]([N:5](S(C)(=O)=O)[C:6]1[CH:11]=[CH:10][CH:9]=[CH:8][C:7]=1[C:12](=[O:38])[CH2:13][N:14]1[C:23](=[O:24])[C:22]2[N:21]([CH2:25][CH:26]=[C:27]([CH3:29])[CH3:28])[C:20]([N:30]3[CH2:35][CH2:34][CH2:33][CH:32]([NH2:36])[CH2:31]3)=[N:19][C:18]=2[N:17]([CH3:37])[C:15]1=[O:16])(=[O:4])=[O:3].[OH-].[Na+], predict the reaction product. The product is: [CH3:1][S:2]([NH:5][C:6]1[CH:11]=[CH:10][CH:9]=[CH:8][C:7]=1[C:12](=[O:38])[CH2:13][N:14]1[C:23](=[O:24])[C:22]2[N:21]([CH2:25][CH:26]=[C:27]([CH3:29])[CH3:28])[C:20]([N:30]3[CH2:35][CH2:34][CH2:33][CH:32]([NH2:36])[CH2:31]3)=[N:19][C:18]=2[N:17]([CH3:37])[C:15]1=[O:16])(=[O:4])=[O:3]. (6) Given the reactants [NH:1]([C:5]1[CH:10]=[CH:9][C:8]([N+:11]([O-])=O)=[CH:7][CH:6]=1)[C:2]([CH3:4])=[O:3].O.NN, predict the reaction product. The product is: [NH:1]([C:5]1[CH:10]=[CH:9][C:8]([NH2:11])=[CH:7][CH:6]=1)[C:2]([CH3:4])=[O:3]. (7) Given the reactants [Cl:1][C:2]1[CH:3]=[C:4]([N:11]2[C:20]3[C:15](=[CH:16][C:17]([S:21]([NH:24][C:25]4[CH:29]=[CH:28][O:27][N:26]=4)(=[O:23])=[O:22])=[CH:18][CH:19]=3)[CH:14]=[CH:13][C:12]2=[O:30])[C:5]([O:9][CH3:10])=[N:6][C:7]=1Cl.[F:31][C:32]1[CH:33]=[C:34](B(O)O)[CH:35]=[CH:36][CH:37]=1.C(=O)([O-])[O-].[K+].[K+], predict the reaction product. The product is: [Cl:1][C:2]1[CH:3]=[C:4]([N:11]2[C:20]3[C:15](=[CH:16][C:17]([S:21]([NH:24][C:25]4[CH:29]=[CH:28][O:27][N:26]=4)(=[O:23])=[O:22])=[CH:18][CH:19]=3)[CH:14]=[CH:13][C:12]2=[O:30])[C:5]([O:9][CH3:10])=[N:6][C:7]=1[C:36]1[CH:35]=[CH:34][CH:33]=[C:32]([F:31])[CH:37]=1. (8) Given the reactants C(OC([N:8]1[CH2:16][C:15]2[C:14]([O:17][C:18]3[CH:19]=[C:20]4[C:24](=[CH:25][CH:26]=3)[N:23]([C:27](=[O:39])[NH:28][C:29]3[CH:33]=[C:32]([C:34]5([CH:37]=O)[CH2:36][CH2:35]5)[O:31][N:30]=3)[CH:22]=[CH:21]4)=[N:13][CH:12]=[N:11][C:10]=2[CH2:9]1)=O)(C)(C)C.[CH3:40][NH:41][CH3:42].C(O[BH-](OC(=O)C)OC(=O)C)(=O)C.[Na+].C(O)(C(F)(F)F)=O, predict the reaction product. The product is: [CH3:40][N:41]([CH2:37][C:34]1([C:32]2[O:31][N:30]=[C:29]([NH:28][C:27]([N:23]3[C:24]4[C:20](=[CH:19][C:18]([O:17][C:14]5[C:15]6[CH2:16][NH:8][CH2:9][C:10]=6[N:11]=[CH:12][N:13]=5)=[CH:26][CH:25]=4)[CH:21]=[CH:22]3)=[O:39])[CH:33]=2)[CH2:35][CH2:36]1)[CH3:42]. (9) Given the reactants [CH3:1][O:2][C:3]1[CH:4]=[C:5]([O:21][C:22]2[CH:23]=[N:24][C:25]([CH2:28][O:29][CH3:30])=[CH:26][CH:27]=2)[CH:6]=[C:7]2[C:11]=1[NH:10][C:9]([C:12]1[S:13][CH:14]([CH2:17][C:18](O)=[O:19])[CH2:15][N:16]=1)=[CH:8]2.Cl.[CH2:32]([N:34]=C=NCCCN(C)C)[CH3:33].O.ON1C2C=CC=CC=2N=N1.O1CCCC1.C(N)C, predict the reaction product. The product is: [CH2:32]([NH:34][C:18](=[O:19])[CH2:17][CH:14]1[S:13][C:12]([C:9]2[NH:10][C:11]3[C:7]([CH:8]=2)=[CH:6][C:5]([O:21][C:22]2[CH:23]=[N:24][C:25]([CH2:28][O:29][CH3:30])=[CH:26][CH:27]=2)=[CH:4][C:3]=3[O:2][CH3:1])=[N:16][CH2:15]1)[CH3:33].